Dataset: Full USPTO retrosynthesis dataset with 1.9M reactions from patents (1976-2016). Task: Predict the reactants needed to synthesize the given product. (1) Given the product [Br:1][C:2]1[CH:3]=[CH:4][C:5]2[N:6]([C:10]([CH3:16])=[C:11]([CH:13]3[CH2:15][CH2:14]3)[N:8]=2)[N:7]=1, predict the reactants needed to synthesize it. The reactants are: [Br:1][C:2]1[N:7]=[N:6][C:5]([NH2:8])=[CH:4][CH:3]=1.Br[CH:10]([CH3:16])[C:11]([CH:13]1[CH2:15][CH2:14]1)=O.C([O-])(O)=O.[Na+]. (2) Given the product [CH3:1][C:2]1([CH3:47])[C@H:5]([C:6]([N:8]2[CH2:13][CH2:12][O:11][CH2:10][CH2:9]2)=[O:7])[CH2:4][C@@H:3]1[NH:14][C:15]([C@:17]12[CH2:43][CH2:42][C@@H:41]([C:44]3([CH3:48])[CH2:46][CH2:45]3)[CH:18]1[C@@H:19]1[C@@:32]([CH3:35])([CH2:33][CH2:34]2)[C@@:31]2([CH3:36])[C@@H:22]([C@:23]3([CH3:40])[C@@H:28]([CH2:29][CH2:30]2)[C:27]([CH3:37])([CH3:38])[C@@H:26]([OH:39])[CH2:25][CH2:24]3)[CH2:21][CH2:20]1)=[O:16], predict the reactants needed to synthesize it. The reactants are: [CH3:1][C:2]1([CH3:47])[C@H:5]([C:6]([N:8]2[CH2:13][CH2:12][O:11][CH2:10][CH2:9]2)=[O:7])[CH2:4][C@@H:3]1[NH:14][C:15]([C@:17]12[CH2:43][CH2:42][C@@H:41]([C:44]([CH3:46])=[CH2:45])[CH:18]1[C@@H:19]1[C@@:32]([CH3:35])([CH2:33][CH2:34]2)[C@@:31]2([CH3:36])[C@@H:22]([C@:23]3([CH3:40])[C@@H:28]([CH2:29][CH2:30]2)[C:27]([CH3:38])([CH3:37])[C@@H:26]([OH:39])[CH2:25][CH2:24]3)[CH2:21][CH2:20]1)=[O:16].[CH2:48]([Zn]CC)C.C1(C)C=CC=CC=1.ICI.